From a dataset of Peptide-MHC class I binding affinity with 185,985 pairs from IEDB/IMGT. Regression. Given a peptide amino acid sequence and an MHC pseudo amino acid sequence, predict their binding affinity value. This is MHC class I binding data. (1) The peptide sequence is SDHLISEIL. The MHC is HLA-B40:01 with pseudo-sequence HLA-B40:01. The binding affinity (normalized) is 0.163. (2) The peptide sequence is SWHHTSDDF. The MHC is HLA-B57:01 with pseudo-sequence HLA-B57:01. The binding affinity (normalized) is 0.0847. (3) The peptide sequence is KLLARFLFE. The MHC is HLA-B46:01 with pseudo-sequence HLA-B46:01. The binding affinity (normalized) is 0.0847. (4) The peptide sequence is SHEQGDIAL. The MHC is HLA-A68:02 with pseudo-sequence HLA-A68:02. The binding affinity (normalized) is 0.0847. (5) The binding affinity (normalized) is 0.828. The MHC is HLA-A23:01 with pseudo-sequence HLA-A23:01. The peptide sequence is VYPMSIPATL. (6) The peptide sequence is ALFMYYAKR. The MHC is HLA-A68:01 with pseudo-sequence HLA-A68:01. The binding affinity (normalized) is 0.367. (7) The peptide sequence is YLDFGGPEG. The MHC is HLA-A69:01 with pseudo-sequence HLA-A69:01. The binding affinity (normalized) is 0.0847. (8) The peptide sequence is LTPKAQREI. The MHC is HLA-A02:01 with pseudo-sequence HLA-A02:01. The binding affinity (normalized) is 0.